Dataset: Reaction yield outcomes from USPTO patents with 853,638 reactions. Task: Predict the reaction yield, written as a fraction of the theoretical maximum amount of product (1.0 means a 100% yield; for example, 0.34 means a 34% yield). The reactants are [Br:1][C:2]1[CH:33]=[C:32]([CH3:34])[C:5]([O:6][C:7]2[C:8]3[NH:31][CH:30]=[CH:29][C:9]=3[N:10]=[C:11]([N:13]([C:21]3[CH:26]=[CH:25][C:24]([C:27]#[N:28])=[CH:23][CH:22]=3)[C:14](=[O:20])[O:15][C:16]([CH3:19])([CH3:18])[CH3:17])[N:12]=2)=[C:4]([CH3:35])[CH:3]=1.[Li+].[CH3:37][Si]([N-][Si](C)(C)C)(C)C. The catalyst is C1COCC1. The product is [Br:1][C:2]1[CH:3]=[C:4]([CH3:35])[C:5]([O:6][C:7]2[C:8]3[N:31]([CH3:37])[CH:30]=[CH:29][C:9]=3[N:10]=[C:11]([N:13]([C:21]3[CH:26]=[CH:25][C:24]([C:27]#[N:28])=[CH:23][CH:22]=3)[C:14](=[O:20])[O:15][C:16]([CH3:19])([CH3:18])[CH3:17])[N:12]=2)=[C:32]([CH3:34])[CH:33]=1. The yield is 0.950.